This data is from Full USPTO retrosynthesis dataset with 1.9M reactions from patents (1976-2016). The task is: Predict the reactants needed to synthesize the given product. (1) Given the product [C:21]([Si:18]([O:8][C:5]1[CH:6]=[CH:7][C:2]([F:1])=[CH:3][C:4]=1[O:9][CH3:10])([CH3:20])[CH3:19])([CH3:24])([CH3:23])[CH3:22], predict the reactants needed to synthesize it. The reactants are: [F:1][C:2]1[CH:7]=[CH:6][C:5]([OH:8])=[C:4]([O:9][CH3:10])[CH:3]=1.C(N(CC)CC)C.[Si:18](Cl)([C:21]([CH3:24])([CH3:23])[CH3:22])([CH3:20])[CH3:19]. (2) Given the product [Cl:13][C:10]1[C:9]2[C:4](=[CH:5][C:6]([F:15])=[CH:7][C:8]=2[F:14])[N:3]=[C:2]([C:21]2[CH:26]=[N:25][CH:24]=[CH:23][N:22]=2)[C:11]=1[CH3:12], predict the reactants needed to synthesize it. The reactants are: Cl[C:2]1[C:11]([CH3:12])=[C:10]([Cl:13])[C:9]2[C:4](=[CH:5][C:6]([F:15])=[CH:7][C:8]=2[F:14])[N:3]=1.C([Sn](CCCC)(CCCC)[C:21]1[CH:26]=[N:25][CH:24]=[CH:23][N:22]=1)CCC. (3) Given the product [N:1]1[C:6]2[NH:7][CH:8]=[CH:9][C:5]=2[CH:4]=[C:3]([CH2:10][CH2:11][CH2:12][CH2:13][N:14]2[CH:18]=[C:17]([C:19]([NH:53][CH2:46][C:47]3[CH:52]=[CH:51][CH:50]=[CH:49][CH:48]=3)=[O:21])[N:16]=[N:15]2)[N:2]=1, predict the reactants needed to synthesize it. The reactants are: [N:1]1[C:6]2[NH:7][CH:8]=[CH:9][C:5]=2[CH:4]=[C:3]([CH2:10][CH2:11][CH2:12][CH2:13][N:14]2[CH:18]=[C:17]([C:19]([OH:21])=O)[N:16]=[N:15]2)[N:2]=1.CN(C(ON1N=NC2C=CC=NC1=2)=[N+](C)C)C.F[P-](F)(F)(F)(F)F.[CH2:46]([NH2:53])[C:47]1[CH:52]=[CH:51][CH:50]=[CH:49][CH:48]=1.CCN(C(C)C)C(C)C.